Predict the reaction yield, written as a fraction of the theoretical maximum amount of product (1.0 means a 100% yield; for example, 0.34 means a 34% yield). From a dataset of Reaction yield outcomes from USPTO patents with 853,638 reactions. (1) The reactants are [NH:1]1[C:5]2[CH:6]=[CH:7][C:8]([C:10]([N:12]3[C@@H:21]4[C@@H:16]([C:17]5[CH:25]=[CH:24][C:23]([C:26]([OH:28])=O)=[CH:22][C:18]=5[CH2:19][CH2:20]4)[CH2:15][CH2:14][CH2:13]3)=[O:11])=[CH:9][C:4]=2[N:3]=[CH:2]1.[NH3:29]. No catalyst specified. The product is [NH:1]1[C:5]2[CH:6]=[CH:7][C:8]([C:10]([N:12]3[C@@H:21]4[C@@H:16]([C:17]5[CH:25]=[CH:24][C:23]([C:26]([NH2:29])=[O:28])=[CH:22][C:18]=5[CH2:19][CH2:20]4)[CH2:15][CH2:14][CH2:13]3)=[O:11])=[CH:9][C:4]=2[N:3]=[CH:2]1. The yield is 0.580. (2) The reactants are C1[O:9][C:8]2[CH:7]=[CH:6][C:5]([C:10]([CH:12]([C:14]3[CH:19]=[CH:18][C:17]4[O:20]C[O:22][C:16]=4[CH:15]=3)O)=O)=[CH:4][C:3]=2[O:2]1. The catalyst is CO.[OH-].[OH-].[Pd+2]. The product is [OH:2][C:3]1[CH:4]=[C:5]([CH2:10][CH2:12][C:14]2[CH:19]=[CH:18][C:17]([OH:20])=[C:16]([OH:22])[CH:15]=2)[CH:6]=[CH:7][C:8]=1[OH:9]. The yield is 0.680. (3) The reactants are [C:1]1([N:7]2[C:11]3[NH:12][C:13](=[O:20])[C:14]([C:16]([CH3:19])([CH3:18])[CH3:17])=[CH:15][C:10]=3[N:9]=[N:8]2)[CH:6]=[CH:5][CH:4]=[CH:3][CH:2]=1.Cl.[CH3:22][N:23]1[C:27]([CH2:28]Cl)=[N:26][CH:25]=[N:24]1.C(=O)([O-])[O-].[Cs+].[Cs+]. The catalyst is CN(C=O)C.O.C(O)(=O)CC(CC(O)=O)(C(O)=O)O. The product is [CH3:18][C:16]([C:14]1[CH:15]=[C:10]2[N:9]=[N:8][N:7]([C:1]3[CH:2]=[CH:3][CH:4]=[CH:5][CH:6]=3)[C:11]2=[N:12][C:13]=1[O:20][CH2:28][C:27]1[N:23]([CH3:22])[N:24]=[CH:25][N:26]=1)([CH3:17])[CH3:19]. The yield is 0.830. (4) The product is [F:1][C:2]1[CH:10]=[C:9]2[C:5]([C:6]([CH:11]=[O:12])=[CH:7][N:8]2[S:23]([C:20]2[CH:21]=[CH:22][C:17]([O:16][CH3:15])=[C:18]([N:27]3[CH2:32][CH2:31][N:30]([C:33](=[O:38])[C:34]([Cl:37])([Cl:35])[Cl:36])[CH2:29][CH2:28]3)[CH:19]=2)(=[O:25])=[O:24])=[CH:4][CH:3]=1. The yield is 0.820. The reactants are [F:1][C:2]1[CH:10]=[C:9]2[C:5]([C:6]([CH:11]=[O:12])=[CH:7][NH:8]2)=[CH:4][CH:3]=1.[H-].[Na+].[CH3:15][O:16][C:17]1[CH:22]=[CH:21][C:20]([S:23](Cl)(=[O:25])=[O:24])=[CH:19][C:18]=1[N:27]1[CH2:32][CH2:31][N:30]([C:33](=[O:38])[C:34]([Cl:37])([Cl:36])[Cl:35])[CH2:29][CH2:28]1. The catalyst is C1COCC1. (5) The reactants are Br[C:2]1[CH:35]=[CH:34][C:5]([CH2:6][N:7]2[C:11]3[CH:12]=[C:13]([O:16][CH2:17][C:18]4[CH:23]=[CH:22][C:21]([CH3:24])=[CH:20][N:19]=4)[CH:14]=[CH:15][C:10]=3[N:9]=[C:8]2[C@H:25]2[CH2:30][CH2:29][CH2:28][CH2:27][C@H:26]2[C:31]([OH:33])=[O:32])=[CH:4][CH:3]=1.CC(OC1C=CC=C(OC(C)C)C=1C1C(P(C2CCCCC2)C2CCCCC2)=CC=CC=1)C.Cl.[F:70][C:71]1([F:76])[CH2:75][CH2:74][NH:73][CH2:72]1.N#N. No catalyst specified. The product is [F:70][C:71]1([F:76])[CH2:75][CH2:74][N:73]([C:2]2[CH:35]=[CH:34][C:5]([CH2:6][N:7]3[C:11]4[CH:12]=[C:13]([O:16][CH2:17][C:18]5[CH:23]=[CH:22][C:21]([CH3:24])=[CH:20][N:19]=5)[CH:14]=[CH:15][C:10]=4[N:9]=[C:8]3[C@H:25]3[CH2:30][CH2:29][CH2:28][CH2:27][C@H:26]3[C:31]([OH:33])=[O:32])=[CH:4][CH:3]=2)[CH2:72]1. The yield is 0.380. (6) The reactants are [C:1]([O:10]CC)(=O)[C:2]#[C:3][C:4]([O:6][CH2:7][CH3:8])=[O:5].Cl.[CH3:14][N:15](C)[NH2:16].[OH-].[Na+].CCOC(C)=O. The catalyst is CCO.O. The product is [OH:10][C:1]1[CH:2]=[C:3]([C:4]([O:6][CH2:7][CH3:8])=[O:5])[N:15]([CH3:14])[N:16]=1. The yield is 0.170. (7) The reactants are [CH3:1][N:2]1[C:10]2[C:5](=[CH:6][CH:7]=[CH:8][CH:9]=2)[C:4]([CH2:11][CH:12]([CH3:14])[CH3:13])=[C:3]1[C:15]([NH:17][C@H:18]([C:22]([NH:24][CH:25]([C:34](=[O:44])[CH2:35][O:36][C:37]1[CH:42]=[CH:41][CH:40]=[CH:39][C:38]=1[F:43])[CH2:26][C:27]([O:29]C(C)(C)C)=[O:28])=[O:23])[CH:19]([CH3:21])[CH3:20])=[O:16].C(O)(C(F)(F)F)=O. No catalyst specified. The product is [CH3:1][N:2]1[C:10]2[C:5](=[CH:6][CH:7]=[CH:8][CH:9]=2)[C:4]([CH2:11][CH:12]([CH3:14])[CH3:13])=[C:3]1[C:15]([NH:17][C@H:18]([C:22]([NH:24][CH:25]([C:34](=[O:44])[CH2:35][O:36][C:37]1[CH:42]=[CH:41][CH:40]=[CH:39][C:38]=1[F:43])[CH2:26][C:27]([OH:29])=[O:28])=[O:23])[CH:19]([CH3:20])[CH3:21])=[O:16]. The yield is 0.360.